From a dataset of Forward reaction prediction with 1.9M reactions from USPTO patents (1976-2016). Predict the product of the given reaction. Given the reactants [Cl:1][C:2]1[CH:29]=[CH:28][C:5]([CH2:6][N:7]([CH2:19][C:20]2[CH:25]=[CH:24][C:23]([Cl:26])=[C:22]([Cl:27])[CH:21]=2)[C:8](=[O:18])[CH:9]=[C:10]2[C:14](=[O:15])[O:13]C(C)(C)[O:11]2)=[CH:4][CH:3]=1, predict the reaction product. The product is: [Cl:1][C:2]1[CH:29]=[CH:28][C:5]([CH2:6][N:7]([CH2:19][C:20]2[CH:25]=[CH:24][C:23]([Cl:26])=[C:22]([Cl:27])[CH:21]=2)[C:8]([CH:9]=[C:10]([OH:11])[C:14]([OH:15])=[O:13])=[O:18])=[CH:4][CH:3]=1.